From a dataset of Forward reaction prediction with 1.9M reactions from USPTO patents (1976-2016). Predict the product of the given reaction. (1) Given the reactants [OH-].[K+].[N+:3]([C:6]1[CH:7]=[C:8]2[C:12](=[CH:13][CH:14]=1)[NH:11][CH:10]=[CH:9]2)([O-:5])=[O:4].[CH3:15][N:16]1[CH2:21][CH2:20][C:19](=O)[CH2:18][CH2:17]1, predict the reaction product. The product is: [CH3:15][N:16]1[CH2:17][CH:18]=[C:19]([C:9]2[C:8]3[C:12](=[CH:13][CH:14]=[C:6]([N+:3]([O-:5])=[O:4])[CH:7]=3)[NH:11][CH:10]=2)[CH2:20][CH2:21]1. (2) Given the reactants NC1C=C(C=CC=1C)C([N:7]1[CH2:12][CH2:11][CH:10]([C:13]2[CH:20]=[CH:19][C:16]([C:17]#[N:18])=[CH:15][CH:14]=2)[CH2:9][CH2:8]1)=O.[CH3:25][C:26]1[CH:34]=[C:33]([CH3:35])[C:32]([N+:36]([O-:38])=[O:37])=[CH:31][C:27]=1[C:28]([OH:30])=O.C(C1C=CC(C2CCNCC2)=CC=1)#N, predict the reaction product. The product is: [CH3:25][C:26]1[CH:34]=[C:33]([CH3:35])[C:32]([N+:36]([O-:38])=[O:37])=[CH:31][C:27]=1[C:28]([N:7]1[CH2:12][CH2:11][CH:10]([C:13]2[CH:20]=[CH:19][C:16]([C:17]#[N:18])=[CH:15][CH:14]=2)[CH2:9][CH2:8]1)=[O:30]. (3) The product is: [NH:33]1[CH2:26][CH2:25][CH2:30][CH:29]([NH:31][C:14]([C:13]2[C:9]([C:7]3[NH:6][C:5]4[CH:18]=[C:19]([CH3:20])[C:2]([CH3:1])=[CH:3][C:4]=4[N:8]=3)=[N:10][NH:11][C:12]=2[CH3:17])=[O:16])[CH2:28]1. Given the reactants [CH3:1][C:2]1[C:19]([CH3:20])=[CH:18][C:5]2[NH:6][C:7]([C:9]3[C:13]([C:14]([OH:16])=O)=[C:12]([CH3:17])[NH:11][N:10]=3)=[N:8][C:4]=2[CH:3]=1.C(Cl)CCl.[CH:25]1[CH:26]=C[C:28]2[N:33](O)N=[N:31][C:29]=2[CH:30]=1.C(OC(N1CCCC(N)C1)=O)C1C=CC=CC=1, predict the reaction product. (4) Given the reactants C([Li])CCC.CCCCCC.C1(C)C=CC(S([CH:21]([N+:29]#[C-:30])[C:22]2[CH:27]=[CH:26][C:25]([F:28])=[CH:24][CH:23]=2)(=O)=O)=CC=1.[Br-].[Li+].[CH2:34]([O:36][C:37](=[O:46])[CH:38]=[CH:39][C:40]1[CH:45]=[CH:44][N:43]=[CH:42][CH:41]=1)[CH3:35], predict the reaction product. The product is: [CH2:34]([O:36][C:37]([C:38]1[C:39]([C:40]2[CH:45]=[CH:44][N:43]=[CH:42][CH:41]=2)=[C:21]([C:22]2[CH:23]=[CH:24][C:25]([F:28])=[CH:26][CH:27]=2)[NH:29][CH:30]=1)=[O:46])[CH3:35]. (5) Given the reactants [Cl:1][C:2]1[N:12]=[CH:11][C:5]2[O:6][CH2:7][C:8](=O)[NH:9][C:4]=2[CH:3]=1, predict the reaction product. The product is: [Cl:1][C:2]1[N:12]=[CH:11][C:5]2[O:6][CH2:7][CH2:8][NH:9][C:4]=2[CH:3]=1. (6) Given the reactants N([O-])=O.[Na+].C(O)(=[O:7])C.N[C:10]1[CH:11]=[CH:12][C:13]([N:16]2[CH2:20][C:19]3[CH2:21][N:22]([C:24]([C:26]4[CH:31]=[CH:30][CH:29]=[CH:28][C:27]=4[C:32]([F:35])([F:34])[F:33])=[O:25])[CH2:23][C:18]=3[CH2:17]2)=[N:14][CH:15]=1, predict the reaction product. The product is: [OH:7][C:10]1[CH:11]=[CH:12][C:13]([N:16]2[CH2:20][C:19]3[CH2:21][N:22]([C:24]([C:26]4[CH:31]=[CH:30][CH:29]=[CH:28][C:27]=4[C:32]([F:35])([F:34])[F:33])=[O:25])[CH2:23][C:18]=3[CH2:17]2)=[N:14][CH:15]=1. (7) Given the reactants CCN([CH:7]([CH3:9])[CH3:8])C(C)C.Cl.[NH2:11][C@H:12]([C:17]([OH:19])=[O:18])C(C)(C)C.[F:20][C:21]1[CH:30]=[CH:29][CH:28]=[C:27]2[C:22]=1[C:23]([OH:39])=[C:24]([C:34](OCC)=[O:35])[C:25](=[O:33])[C:26]2([CH3:32])[CH3:31].O1CCOC[CH2:41]1, predict the reaction product. The product is: [F:20][C:21]1[CH:30]=[CH:29][CH:28]=[C:27]2[C:22]=1[C:23]([OH:39])=[C:24]([C:34]([NH:11][CH2:12][C:17]([O:19][C:7]([CH3:8])([CH3:9])[CH3:41])=[O:18])=[O:35])[C:25](=[O:33])[C:26]2([CH3:32])[CH3:31]. (8) Given the reactants [NH2:1][C:2]1[CH:21]=[CH:20][C:5]([O:6][CH2:7][CH2:8][CH2:9][N:10]2[CH:19]=[CH:18][C:17]3[C:12](=[CH:13][CH:14]=[CH:15][CH:16]=3)[CH2:11]2)=[CH:4][C:3]=1[N+:22]([O-])=O, predict the reaction product. The product is: [NH2:22][C:3]1[CH:4]=[C:5]([CH:20]=[CH:21][C:2]=1[NH2:1])[O:6][CH2:7][CH2:8][CH2:9][N:10]1[CH2:19][CH2:18][C:17]2[C:12](=[CH:13][CH:14]=[CH:15][CH:16]=2)[CH2:11]1. (9) Given the reactants Cl[C:2]1[C:3]([N+:11]([O-:13])=[O:12])=[C:4]([CH:8]=[CH:9][CH:10]=1)[C:5]([OH:7])=[O:6].[OH-].[K+].Cl.C(O)(C(F)(F)F)=[O:18], predict the reaction product. The product is: [OH:18][C:2]1[C:3]([N+:11]([O-:13])=[O:12])=[C:4]([CH:8]=[CH:9][CH:10]=1)[C:5]([OH:7])=[O:6]. (10) Given the reactants Cl.[N:2]1([CH2:8][CH2:9][N:10]2[C:14]3[CH:15]=[CH:16][CH:17]=[CH:18][C:13]=3[N:12]([C:19]([NH:21][C@H:22]([C:27](O)=[O:28])[C@H:23]([CH2:25][CH3:26])[CH3:24])=[O:20])[C:11]2=[O:30])[CH2:7][CH2:6][O:5][CH2:4][CH2:3]1.C1N=[CH:34][N:33](C(N2C=NC=C2)=O)[CH:32]=1.CNC.O, predict the reaction product. The product is: [CH3:32][N:33]([CH3:34])[C:27]([C@@H:22]([NH:21][C:19]([N:12]1[C:13]2[CH:18]=[CH:17][CH:16]=[CH:15][C:14]=2[N:10]([CH2:9][CH2:8][N:2]2[CH2:3][CH2:4][O:5][CH2:6][CH2:7]2)[C:11]1=[O:30])=[O:20])[C@@H:23]([CH3:24])[CH2:25][CH3:26])=[O:28].